From a dataset of Full USPTO retrosynthesis dataset with 1.9M reactions from patents (1976-2016). Predict the reactants needed to synthesize the given product. (1) The reactants are: [Cl:1][C:2]1[CH:7]=[CH:6][C:5]([C:8]2[C:13]([CH3:14])=[N:12][NH:11][C:10](=O)[C:9]=2[C:16]2[CH:21]=[C:20]([F:22])[CH:19]=[CH:18][C:17]=2[F:23])=[CH:4][CH:3]=1.P(Cl)(Cl)([Cl:26])=O. Given the product [Cl:26][C:10]1[N:11]=[N:12][C:13]([CH3:14])=[C:8]([C:5]2[CH:6]=[CH:7][C:2]([Cl:1])=[CH:3][CH:4]=2)[C:9]=1[C:16]1[CH:21]=[C:20]([F:22])[CH:19]=[CH:18][C:17]=1[F:23], predict the reactants needed to synthesize it. (2) Given the product [F:1][C:2]1[CH:3]=[C:4]([NH:9][C:10]2[N:14]=[C:13]([CH2:15][CH2:16][C:17]([N:42]([CH3:43])[CH3:41])=[O:19])[N:12]([C:20]3[CH:29]=[CH:28][C:23]4[O:24][CH2:25][CH2:26][O:27][C:22]=4[CH:21]=3)[N:11]=2)[CH:5]=[CH:6][C:7]=1[F:8], predict the reactants needed to synthesize it. The reactants are: [F:1][C:2]1[CH:3]=[C:4]([NH:9][C:10]2[N:14]=[C:13]([CH2:15][CH2:16][C:17]([OH:19])=O)[N:12]([C:20]3[CH:29]=[CH:28][C:23]4[O:24][CH2:25][CH2:26][O:27][C:22]=4[CH:21]=3)[N:11]=2)[CH:5]=[CH:6][C:7]=1[F:8].ON1C2C=CC=CC=2N=N1.Cl.[CH3:41][N:42](C)[CH2:43]CCN=C=NCC.C(N(C(C)C)C(C)C)C.Cl.CNC. (3) Given the product [CH2:3]([S:19][CH2:20][C:21]1[CH:26]=[CH:25][C:24]([NH2:27])=[CH:23][CH:22]=1)[CH2:4][CH2:5][CH2:6][CH2:7][CH2:8][CH2:9][CH2:10][CH2:11][CH2:12][CH2:13][CH2:14][CH2:15][CH2:16][CH2:17][CH3:18], predict the reactants needed to synthesize it. The reactants are: [Cl-].[NH4+].[CH2:3]([S:19][CH2:20][C:21]1[CH:26]=[CH:25][C:24]([N+:27]([O-])=O)=[CH:23][CH:22]=1)[CH2:4][CH2:5][CH2:6][CH2:7][CH2:8][CH2:9][CH2:10][CH2:11][CH2:12][CH2:13][CH2:14][CH2:15][CH2:16][CH2:17][CH3:18].O. (4) Given the product [OH:4][C:5]1[CH:14]=[CH:13][CH:12]=[C:11]2[C:6]=1[CH2:7][CH2:8][CH2:9][N:10]2[C:15]([O:17][C:18]([CH3:21])([CH3:20])[CH3:19])=[O:16], predict the reactants needed to synthesize it. The reactants are: C([O:4][C:5]1[CH:14]=[CH:13][CH:12]=[C:11]2[C:6]=1[CH2:7][CH2:8][CH2:9][N:10]2[C:15]([O:17][C:18]([CH3:21])([CH3:20])[CH3:19])=[O:16])(=O)C.C(=O)([O-])[O-].[K+].[K+].